Dataset: Reaction yield outcomes from USPTO patents with 853,638 reactions. Task: Predict the reaction yield, written as a fraction of the theoretical maximum amount of product (1.0 means a 100% yield; for example, 0.34 means a 34% yield). (1) The reactants are [CH3:1][O:2][C:3]1[CH:15]=[C:14]([O:16][CH3:17])[CH:13]=[CH:12][C:4]=1[CH2:5][NH:6][C:7]1[S:8][CH:9]=[CH:10][N:11]=1.C[Si](C)(C)[N-][Si](C)(C)C.[Li+].Cl[S:29]([C:32]1[CH:40]=[CH:39][C:35]([C:36]([OH:38])=[O:37])=[CH:34][CH:33]=1)(=[O:31])=[O:30]. The catalyst is C1COCC1. The product is [CH3:1][O:2][C:3]1[CH:15]=[C:14]([O:16][CH3:17])[CH:13]=[CH:12][C:4]=1[CH2:5][N:6]([C:7]1[S:8][CH:9]=[CH:10][N:11]=1)[S:29]([C:32]1[CH:33]=[CH:34][C:35]([C:36]([OH:38])=[O:37])=[CH:39][CH:40]=1)(=[O:31])=[O:30]. The yield is 0.400. (2) The reactants are C1([C@H]([NH:9][C@H:10]2[CH2:16][CH2:15][CH2:14][N:13]([C:17]([O:19][C:20]([CH3:23])([CH3:22])[CH3:21])=[O:18])[CH2:12][CH2:11]2)C)C=CC=CC=1.C([O-])=O.[NH4+]. The catalyst is CO.[OH-].[OH-].[Pd+2]. The product is [NH2:9][C@H:10]1[CH2:16][CH2:15][CH2:14][N:13]([C:17]([O:19][C:20]([CH3:23])([CH3:22])[CH3:21])=[O:18])[CH2:12][CH2:11]1. The yield is 0.873. (3) The yield is 0.430. The catalyst is C1(C)C=CC=CC=1. The product is [CH3:1][O:2][C:3](=[O:29])[CH:4]([CH2:24][CH:25]=[CH:26][CH2:27][P:33]([O:34][CH2:35][CH3:36])([O:32][CH2:30][CH3:31])=[O:37])[CH2:5][C:6]([CH3:23])=[CH:7][CH2:8][C:9]1[C:10]([OH:22])=[C:11]2[C:15](=[C:16]([CH3:20])[C:17]=1[O:18][CH3:19])[CH2:14][O:13][C:12]2=[O:21]. The reactants are [CH3:1][O:2][C:3](=[O:29])[CH:4]([CH2:24][CH:25]=[CH:26][CH2:27]Br)[CH2:5][C:6]([CH3:23])=[CH:7][CH2:8][C:9]1[C:10]([OH:22])=[C:11]2[C:15](=[C:16]([CH3:20])[C:17]=1[O:18][CH3:19])[CH2:14][O:13][C:12]2=[O:21].[CH2:30]([O:32][P:33]([O:37]CC)[O:34][CH2:35][CH3:36])[CH3:31]. (4) The reactants are [O-:1][N+:2]1[C:7]2[CH:8]=[CH:9][CH:10]=[CH:11][C:6]=2[N:5]=[C:4]([NH:12][CH2:13][CH2:14][CH2:15][CH2:16][CH2:17][CH2:18][NH2:19])[N:3]=1.[F:20][C:21]([F:32])([F:31])[C:22](O[C:22](=[O:23])[C:21]([F:32])([F:31])[F:20])=[O:23].OO. The catalyst is C(Cl)Cl. The product is [F:20][C:21]([F:32])([F:31])[C:22]([NH:19][CH2:18][CH2:17][CH2:16][CH2:15][CH2:14][CH2:13][NH:12][C:4]1[N:3]=[N+:2]([O-:1])[C:7]2[CH:8]=[CH:9][CH:10]=[CH:11][C:6]=2[N:5]=1)=[O:23]. The yield is 0.510. (5) The reactants are [Cl:1][C:2]1[N:7]=[C:6]([NH:8][C:9]2[CH:17]=[C:16]3[C:12]([C:13]([CH3:18])=[N:14][NH:15]3)=[CH:11][CH:10]=2)[CH:5]=[CH:4][N:3]=1.C(N(CC)CC)C.C(#N)C.[C:29](O[C:29]([O:31][C:32]([CH3:35])([CH3:34])[CH3:33])=[O:30])([O:31][C:32]([CH3:35])([CH3:34])[CH3:33])=[O:30]. The catalyst is O.CN(C=O)C. The product is [Cl:1][C:2]1[N:7]=[C:6]([NH:8][C:9]2[CH:17]=[C:16]3[C:12]([C:13]([CH3:18])=[N:14][N:15]3[C:29]([O:31][C:32]([CH3:35])([CH3:34])[CH3:33])=[O:30])=[CH:11][CH:10]=2)[CH:5]=[CH:4][N:3]=1. The yield is 0.850. (6) The reactants are [N:1]1[CH:6]=[CH:5][CH:4]=[CH:3][C:2]=1[CH2:7][CH2:8]O.S(Cl)([Cl:12])=O. The catalyst is C1COCC1. The product is [ClH:12].[Cl:12][CH2:8][CH2:7][C:2]1[CH:3]=[CH:4][CH:5]=[CH:6][N:1]=1. The yield is 0.400.